Dataset: Reaction yield outcomes from USPTO patents with 853,638 reactions. Task: Predict the reaction yield, written as a fraction of the theoretical maximum amount of product (1.0 means a 100% yield; for example, 0.34 means a 34% yield). The reactants are Br[C:2]1[C:10]2[O:9][C:8]([C:11]3[CH:16]=[CH:15][C:14]([O:17]C)=[CH:13][CH:12]=3)=[N:7][C:6]=2[CH:5]=[C:4]([O:19]C)[CH:3]=1.C([Cu])#N.C[N:25]([CH:27]=[O:28])C. The catalyst is C(OCC)(=O)C. The product is [OH:19][C:4]1[CH:3]=[C:2]([C:27]([NH2:25])=[O:28])[C:10]2[O:9][C:8]([C:11]3[CH:12]=[CH:13][C:14]([OH:17])=[CH:15][CH:16]=3)=[N:7][C:6]=2[CH:5]=1. The yield is 0.500.